Dataset: Forward reaction prediction with 1.9M reactions from USPTO patents (1976-2016). Task: Predict the product of the given reaction. (1) Given the reactants [CH3:1][N:2]([CH3:15])[S:3]([N:6]1[CH:10]=[CH:9][C:8]([C:11]([F:14])([F:13])[F:12])=[N:7]1)(=[O:5])=[O:4].C([Li])CCC.C1CCCCC1.[Cl:27]C(Cl)(Cl)C(Cl)(Cl)Cl, predict the reaction product. The product is: [Cl:27][C:10]1[N:6]([S:3]([N:2]([CH3:15])[CH3:1])(=[O:5])=[O:4])[N:7]=[C:8]([C:11]([F:14])([F:12])[F:13])[CH:9]=1. (2) Given the reactants [NH2:1][C:2]1[CH:3]=[C:4]([C:8]2[N:13]3[N:14]=[CH:15][C:16]([C:17]([C:19]4[CH:24]=[CH:23][CH:22]=[CH:21][CH:20]=4)=[O:18])=[C:12]3[N:11]=[CH:10][CH:9]=2)[CH:5]=[CH:6][CH:7]=1.Cl[C:26]([O:28][CH:29]([CH3:31])[CH3:30])=[O:27], predict the reaction product. The product is: [C:17]([C:16]1[CH:15]=[N:14][N:13]2[C:8]([C:4]3[CH:3]=[C:2]([NH:1][C:26](=[O:27])[O:28][CH:29]([CH3:31])[CH3:30])[CH:7]=[CH:6][CH:5]=3)=[CH:9][CH:10]=[N:11][C:12]=12)(=[O:18])[C:19]1[CH:24]=[CH:23][CH:22]=[CH:21][CH:20]=1. (3) Given the reactants [C:1]([C:3]1[CH:8]=[C:7]([CH3:9])[CH:6]=[CH:5][C:4]=1[C:10]1[CH:15]=[C:14]([OH:16])[CH:13]=[C:12]([C:17]([O:19][CH3:20])=[O:18])[CH:11]=1)#[N:2].C1(P(C2C=CC=CC=2)C2C=CC=CC=2)C=CC=CC=1.[CH3:40][C:41]1([CH3:48])[O:45][CH:44]([CH2:46]O)[CH2:43][O:42]1.N(C(OC(C)C)=O)=NC(OC(C)C)=O, predict the reaction product. The product is: [C:1]([C:3]1[CH:8]=[C:7]([CH3:9])[CH:6]=[CH:5][C:4]=1[C:10]1[CH:15]=[C:14]([O:16][CH2:46][CH:44]2[CH2:43][O:42][C:41]([CH3:48])([CH3:40])[O:45]2)[CH:13]=[C:12]([C:17]([O:19][CH3:20])=[O:18])[CH:11]=1)#[N:2]. (4) Given the reactants [C:1]([O:5][CH2:6][CH3:7])(=[O:4])[C:2]#[CH:3].C[Si]([CH:12]=[N+:13]=[N-:14])(C)C.O, predict the reaction product. The product is: [CH2:6]([O:5][C:1]([C:2]1[CH:3]=[CH:12][NH:13][N:14]=1)=[O:4])[CH3:7]. (5) Given the reactants [NH:1]1[CH:5]=[C:4]([C:6]2[CH:11]=[C:10]([C:12]#[N:13])[CH:9]=[CH:8][N:7]=2)[N:3]=[CH:2]1.[Cl:14][C:15]1[C:22]([Cl:23])=[CH:21][CH:20]=[CH:19][C:16]=1[CH2:17]Br, predict the reaction product. The product is: [Cl:14][C:15]1[C:22]([Cl:23])=[CH:21][CH:20]=[CH:19][C:16]=1[CH2:17][N:1]1[CH:5]=[C:4]([C:6]2[CH:11]=[C:10]([C:12]#[N:13])[CH:9]=[CH:8][N:7]=2)[N:3]=[CH:2]1. (6) Given the reactants [CH3:1][C@@H:2]1[CH2:30][NH:29][C@H:5]2[C@@H:6]([CH3:28])[C@:7]3([C:24]([CH3:25])=[C:23]4[C@H:11]([C@H:12]5[C@H:21]([CH2:22]4)[C@:20]4([CH3:26])[C:15]([CH2:16][C@@H:17]([OH:27])[CH2:18][CH2:19]4)=[CH:14][CH2:13]5)[CH2:10][CH2:9]3)[O:8][C@@H:4]2[CH2:3]1.[NH3:31][Pt:32]([Cl:35])([Cl:34])[NH3:33], predict the reaction product. The product is: [CH3:1][C@@H:2]1[CH2:30][NH:29][C@H:5]2[C@@H:6]([CH3:28])[C@:7]3([C:24]([CH3:25])=[C:23]4[C@H:11]([C@H:12]5[C@H:21]([CH2:22]4)[C@:20]4([CH3:26])[C:15]([CH2:16][C@@H:17]([OH:27])[CH2:18][CH2:19]4)=[CH:14][CH2:13]5)[CH2:10][CH2:9]3)[O:8][C@@H:4]2[CH2:3]1.[NH3:31][Pt:32]([Cl:35])([Cl:34])[NH3:33]. (7) Given the reactants [Si:1]([O:8][CH2:9][CH2:10][C:11]1[CH:16]=[CH:15][N:14]=[CH:13][CH:12]=1)([C:4]([CH3:7])([CH3:6])[CH3:5])([CH3:3])[CH3:2].ClC1C=CC=C(C(OO)=[O:25])C=1, predict the reaction product. The product is: [Si:1]([O:8][CH2:9][CH2:10][C:11]1[CH:12]=[CH:13][N+:14]([O-:25])=[CH:15][CH:16]=1)([C:4]([CH3:6])([CH3:7])[CH3:5])([CH3:3])[CH3:2].